This data is from Full USPTO retrosynthesis dataset with 1.9M reactions from patents (1976-2016). The task is: Predict the reactants needed to synthesize the given product. (1) Given the product [Br:20][CH2:1][C:2]1[CH:11]=[CH:10][C:5]([C:6]([O:8][CH3:9])=[O:7])=[C:4]([O:12][S:13]([C:16]([F:19])([F:17])[F:18])(=[O:14])=[O:15])[CH:3]=1, predict the reactants needed to synthesize it. The reactants are: [CH3:1][C:2]1[CH:11]=[CH:10][C:5]([C:6]([O:8][CH3:9])=[O:7])=[C:4]([O:12][S:13]([C:16]([F:19])([F:18])[F:17])(=[O:15])=[O:14])[CH:3]=1.[Br:20]N1C(=O)CCC1=O.C(OOC(=O)C1C=CC=CC=1)(=O)C1C=CC=CC=1. (2) Given the product [CH3:7][O:8][C:9](=[O:17])[C:10]1[CH:15]=[CH:14][CH:13]=[CH:12][CH:11]=1, predict the reactants needed to synthesize it. The reactants are: O1CCOCC1.[CH3:7][O:8][C:9](=[O:17])[C:10]1[CH:15]=[CH:14][C:13](Br)=[CH:12][CH:11]=1.COCCN1CCNCC1.P([O-])([O-])([O-])=O.[K+].[K+].[K+]. (3) The reactants are: [C:1]1([CH3:12])[CH:6]=[CH:5][C:4]([O:7][CH2:8][C:9]([Cl:11])=[O:10])=[CH:3][CH:2]=1.[CH2:13](C1C=CC(OCC(O)=O)=CC=1)[CH2:14]C.O=S(Cl)Cl. Given the product [CH2:12]([C:1]1[CH:6]=[CH:5][C:4]([O:7][CH2:8][C:9]([Cl:11])=[O:10])=[CH:3][CH:2]=1)[CH2:13][CH3:14], predict the reactants needed to synthesize it.